This data is from Forward reaction prediction with 1.9M reactions from USPTO patents (1976-2016). The task is: Predict the product of the given reaction. (1) Given the reactants [C:1]([C:4]1[CH:5]=[C:6]([N:10]2[C:15](=[O:16])[C:14]([CH2:17][C:18]3[CH:23]=[CH:22][C:21]([C:24]4[C:25]([C:30]#[N:31])=[CH:26][CH:27]=[CH:28][CH:29]=4)=[CH:20][C:19]=3[F:32])=[C:13]([CH2:33][CH2:34][CH2:35][CH3:36])[N:12]=[C:11]2[CH3:37])[CH:7]=[CH:8][CH:9]=1)(=[O:3])[CH3:2].C(OCC)(=O)C.O, predict the reaction product. The product is: [CH2:33]([C:13]1[N:12]=[C:11]([CH3:37])[N:10]([C:6]2[CH:7]=[CH:8][CH:9]=[C:4]([CH:1]([OH:3])[CH3:2])[CH:5]=2)[C:15](=[O:16])[C:14]=1[CH2:17][C:18]1[CH:23]=[CH:22][C:21]([C:24]2[C:25]([C:30]#[N:31])=[CH:26][CH:27]=[CH:28][CH:29]=2)=[CH:20][C:19]=1[F:32])[CH2:34][CH2:35][CH3:36]. (2) Given the reactants [F:1][C:2]1[CH:14]=[C:13]([C:15]2[CH:16]=[N:17][N:18]([CH2:20][C:21]([O:23][C:24](C)(C)[CH3:25])=[O:22])[CH:19]=2)[C:12]2[C:11]3[C:6](=[CH:7][CH:8]=[CH:9][CH:10]=3)[C:5]([OH:32])([C:28]([F:31])([F:30])[F:29])[C:4]=2[CH:3]=1.[CH:33](OCC)=[O:34].[H-].[Na+].Cl, predict the reaction product. The product is: [F:1][C:2]1[CH:14]=[C:13]([C:15]2[CH:16]=[N:17][N:18]([CH:20]([CH:33]=[O:34])[C:21]([O:23][CH2:24][CH3:25])=[O:22])[CH:19]=2)[C:12]2[C:11]3[C:6](=[CH:7][CH:8]=[CH:9][CH:10]=3)[C:5]([OH:32])([C:28]([F:31])([F:29])[F:30])[C:4]=2[CH:3]=1. (3) Given the reactants [C:1]([S:5][C:6]1[C:14]2[C:9](=[CH:10][CH:11]=[C:12]([O:15][CH2:16][C:17]3[CH:22]=[CH:21][C:20]([CH3:23])=[CH:19][N:18]=3)[CH:13]=2)[N:8]([CH3:24])[C:7]=1[CH:25]([CH2:28][C:29]1[CH:34]=[CH:33][C:32]([C:35]2[CH:40]=[CH:39][C:38]([C:41]([F:44])([F:43])[F:42])=[CH:37][N:36]=2)=[CH:31][CH:30]=1)[C:26]#[N:27])([CH3:4])([CH3:3])[CH3:2].C([Sn](=O)CCCC)CCC.C[Si]([N:59]=[N+:60]=[N-:61])(C)C, predict the reaction product. The product is: [C:1]([S:5][C:6]1[C:14]2[C:9](=[CH:10][CH:11]=[C:12]([O:15][CH2:16][C:17]3[CH:22]=[CH:21][C:20]([CH3:23])=[CH:19][N:18]=3)[CH:13]=2)[N:8]([CH3:24])[C:7]=1[CH:25]([C:26]1[N:59]=[N:60][NH:61][N:27]=1)[CH2:28][C:29]1[CH:30]=[CH:31][C:32]([C:35]2[CH:40]=[CH:39][C:38]([C:41]([F:43])([F:42])[F:44])=[CH:37][N:36]=2)=[CH:33][CH:34]=1)([CH3:4])([CH3:2])[CH3:3]. (4) Given the reactants [Cl:1][C:2]1[C:7]2[N:8]=[CH:9][N:10]([CH2:11][CH3:12])[C:6]=2[CH:5]=[CH:4][N:3]=1.[Li]CCCC.CN([CH:21]=[O:22])C, predict the reaction product. The product is: [Cl:1][C:2]1[C:7]2[N:8]=[C:9]([CH:21]=[O:22])[N:10]([CH2:11][CH3:12])[C:6]=2[CH:5]=[CH:4][N:3]=1.